This data is from Forward reaction prediction with 1.9M reactions from USPTO patents (1976-2016). The task is: Predict the product of the given reaction. (1) Given the reactants [CH3:1][C:2]1[CH:3]=[C:4]([C:9]#[N:10])[C:5]([SH:8])=[N:6][CH:7]=1.Br[CH:12]([CH3:14])[CH3:13], predict the reaction product. The product is: [CH:12]([S:8][C:5]1[C:4]([C:9]#[N:10])=[CH:3][C:2]([CH3:1])=[CH:7][N:6]=1)([CH3:14])[CH3:13]. (2) Given the reactants Br[C:2]1[CH:7]=[CH:6][C:5]([C:8]([F:11])([F:10])[F:9])=[CH:4][C:3]=1[CH2:12][C:13]([O:15][CH3:16])=[O:14].F[B-](F)(F)F.[CH3:22][Si:23]([C:26]#[CH:27])([CH3:25])[CH3:24].CN(C=O)C, predict the reaction product. The product is: [F:9][C:8]([F:11])([F:10])[C:5]1[CH:6]=[CH:7][C:2]([C:27]#[C:26][Si:23]([CH3:25])([CH3:24])[CH3:22])=[C:3]([CH2:12][C:13]([O:15][CH3:16])=[O:14])[CH:4]=1. (3) Given the reactants [OH:1][CH2:2][C:3]1[CH2:8][CH2:7][N:6](C(OC(C)(C)C)=O)[CH2:5][C:4]=1[C:16]1[CH:21]=[CH:20][CH:19]=[CH:18][CH:17]=1.[ClH:22], predict the reaction product. The product is: [C:16]1([C:4]2[CH2:5][NH:6][CH2:7][CH2:8][C:3]=2[CH2:2][OH:1])[CH:17]=[CH:18][CH:19]=[CH:20][CH:21]=1.[ClH:22].